Dataset: Full USPTO retrosynthesis dataset with 1.9M reactions from patents (1976-2016). Task: Predict the reactants needed to synthesize the given product. Given the product [CH2:29]([NH:36][C:12]1[C:11]([C:24]([O:26][CH2:27][CH3:28])=[O:25])=[CH:10][N:9]([O:8][CH2:1][C:2]2[CH:7]=[CH:6][CH:5]=[CH:4][CH:3]=2)[C:14](=[O:15])[CH:13]=1)[C:30]1[CH:35]=[CH:34][CH:33]=[CH:32][CH:31]=1, predict the reactants needed to synthesize it. The reactants are: [CH2:1]([O:8][N:9]1[C:14](=[O:15])[CH:13]=[C:12](OS(C(F)(F)F)(=O)=O)[C:11]([C:24]([O:26][CH2:27][CH3:28])=[O:25])=[CH:10]1)[C:2]1[CH:7]=[CH:6][CH:5]=[CH:4][CH:3]=1.[CH2:29]([NH2:36])[C:30]1[CH:35]=[CH:34][CH:33]=[CH:32][CH:31]=1.C(N(CC)C(C)C)(C)C.